This data is from Peptide-MHC class II binding affinity with 134,281 pairs from IEDB. The task is: Regression. Given a peptide amino acid sequence and an MHC pseudo amino acid sequence, predict their binding affinity value. This is MHC class II binding data. (1) The binding affinity (normalized) is 0.751. The peptide sequence is EKEYFAATQFEPLAA. The MHC is HLA-DPA10201-DPB10501 with pseudo-sequence HLA-DPA10201-DPB10501. (2) The peptide sequence is KIDLWSYNAELLVAL. The MHC is DRB1_0101 with pseudo-sequence DRB1_0101. The binding affinity (normalized) is 0.573. (3) The peptide sequence is GWYDWQQVPFCSNHFTEL. The MHC is DRB1_0404 with pseudo-sequence DRB1_0404. The binding affinity (normalized) is 0.111. (4) The peptide sequence is PELQNFLNFLEANGL. The MHC is DRB1_0405 with pseudo-sequence DRB1_0405. The binding affinity (normalized) is 0.770.